This data is from Full USPTO retrosynthesis dataset with 1.9M reactions from patents (1976-2016). The task is: Predict the reactants needed to synthesize the given product. (1) Given the product [F:1][C:2]1[CH:3]=[C:4]2[C:12](=[CH:13][CH:14]=1)[NH:11][C:10]1[CH:9]([C:15]3[CH:20]=[CH:19][C:18]([CH3:21])=[CH:17][CH:16]=3)[N:8]([C:23]([O:25][CH3:26])=[O:24])[CH2:7][CH2:6][C:5]2=1, predict the reactants needed to synthesize it. The reactants are: [F:1][C:2]1[CH:3]=[C:4]2[C:12](=[CH:13][CH:14]=1)[NH:11][C:10]1[CH:9]([C:15]3[CH:20]=[CH:19][C:18]([CH3:21])=[CH:17][CH:16]=3)[NH:8][CH2:7][CH2:6][C:5]2=1.Cl[C:23]([O:25][CH3:26])=[O:24]. (2) Given the product [CH2:1]([N:8]1[CH2:13][CH2:12][NH:11][C@@H:10]([CH2:14][CH2:15][O:16][C:19]2[C:20]([CH3:24])=[CH:21][CH:22]=[CH:23][C:18]=2[Br:17])[CH2:9]1)[C:2]1[CH:3]=[CH:4][CH:5]=[CH:6][CH:7]=1, predict the reactants needed to synthesize it. The reactants are: [CH2:1]([N:8]1[CH2:13][CH2:12][NH:11][C@@H:10]([CH2:14][CH2:15][OH:16])[CH2:9]1)[C:2]1[CH:7]=[CH:6][CH:5]=[CH:4][CH:3]=1.[Br:17][C:18]1[CH:23]=[CH:22][CH:21]=[C:20]([CH3:24])[C:19]=1O.N(C(OC(C)(C)C)=O)=NC(OC(C)(C)C)=O.C1(P(C2C=CC=CC=2)C2C=CC=CC=2)C=CC=CC=1. (3) Given the product [NH2:33][C:24]1[C:25]([NH:27][CH:28]2[CH2:29][CH2:30][CH2:31][CH2:32]2)=[N:26][C:21]([NH:20][C:17]2[CH:18]=[CH:19][C:14]([N:11]3[CH2:12][CH2:13][N:8]([C:6]([O:5][C:1]([CH3:4])([CH3:3])[CH3:2])=[O:7])[CH2:9][CH2:10]3)=[CH:15][CH:16]=2)=[N:22][CH:23]=1, predict the reactants needed to synthesize it. The reactants are: [C:1]([O:5][C:6]([N:8]1[CH2:13][CH2:12][N:11]([C:14]2[CH:19]=[CH:18][C:17]([NH:20][C:21]3[N:26]=[C:25]([NH:27][CH:28]4[CH2:32][CH2:31][CH2:30][CH2:29]4)[C:24]([N+:33]([O-])=O)=[CH:23][N:22]=3)=[CH:16][CH:15]=2)[CH2:10][CH2:9]1)=[O:7])([CH3:4])([CH3:3])[CH3:2]. (4) Given the product [NH2:13][C:14]1[C:22]([Br:23])=[CH:21][C:20]([CH3:24])=[CH:19][C:15]=1[C:16]([NH:12][NH:11][C:4]1[C:5]([S:8][CH2:9][CH3:10])=[N:6][CH:7]=[C:2]([Cl:1])[CH:3]=1)=[O:17], predict the reactants needed to synthesize it. The reactants are: [Cl:1][C:2]1[CH:3]=[C:4]([NH:11][NH2:12])[C:5]([S:8][CH2:9][CH3:10])=[N:6][CH:7]=1.[NH2:13][C:14]1[C:22]([Br:23])=[CH:21][C:20]([CH3:24])=[CH:19][C:15]=1[C:16](O)=[O:17]. (5) The reactants are: O[CH2:2][C:3]1([CH2:7][OH:8])[CH2:6][CH2:5][CH2:4]1.[Cl:9][C:10]1[CH:15]=[CH:14][C:13]([C:16]2[N:20]([CH3:21])[C:19]([SH:22])=[N:18][CH:17]=2)=[CH:12][CH:11]=1. Given the product [Cl:9][C:10]1[CH:11]=[CH:12][C:13]([C:16]2[N:20]([CH3:21])[C:19]([S:22][CH2:2][C:3]3([CH2:7][OH:8])[CH2:6][CH2:5][CH2:4]3)=[N:18][CH:17]=2)=[CH:14][CH:15]=1, predict the reactants needed to synthesize it. (6) Given the product [Cl:15][C:12]1[CH:13]=[CH:14][C:9]([C:8]([OH:24])=[O:7])=[CH:10][C:11]=1[C:16]1[C:21]([Cl:22])=[CH:20][C:19]([Cl:23])=[CH:18][N:17]=1, predict the reactants needed to synthesize it. The reactants are: C1COCC1.C[O:7][C:8](=[O:24])[C:9]1[CH:14]=[CH:13][C:12]([Cl:15])=[C:11]([C:16]2[C:21]([Cl:22])=[CH:20][C:19]([Cl:23])=[CH:18][N:17]=2)[CH:10]=1.O[Li].O. (7) Given the product [F:41][C:39]1[CH:40]=[C:35]([CH:36]=[C:37]([F:46])[C:38]=1[C:42]([F:43])([F:45])[F:44])[O:34][C:33]([F:47])([F:48])[C:29]1[C:28]([F:49])=[CH:27][C:26]([C:12]2[CH:13]=[CH:14][C:9]([CH:6]3[CH2:5][CH2:4][CH:3]([CH2:1][CH3:2])[CH2:8][O:7]3)=[CH:10][C:11]=2[F:24])=[CH:31][C:30]=1[F:32], predict the reactants needed to synthesize it. The reactants are: [CH2:1]([CH:3]1[CH2:8][O:7][CH:6]([C:9]2[CH:14]=[CH:13][C:12](B3OC(C)(C)C(C)(C)O3)=[C:11]([F:24])[CH:10]=2)[CH2:5][CH2:4]1)[CH3:2].Br[C:26]1[CH:31]=[C:30]([F:32])[C:29]([C:33]([F:48])([F:47])[O:34][C:35]2[CH:36]=[C:37]([F:46])[C:38]([C:42]([F:45])([F:44])[F:43])=[C:39]([F:41])[CH:40]=2)=[C:28]([F:49])[CH:27]=1.C(N(CC)CC)C.C(=O)([O-])O.[K+].